Dataset: Reaction yield outcomes from USPTO patents with 853,638 reactions. Task: Predict the reaction yield, written as a fraction of the theoretical maximum amount of product (1.0 means a 100% yield; for example, 0.34 means a 34% yield). (1) The reactants are [F:1][C:2]1([F:30])[CH2:7][CH2:6][CH2:5][CH:4]([C@@H:8]2[CH2:13][C@H:12]([C:14]3[CH:19]=[CH:18][CH:17]=[CH:16][CH:15]=3)[CH2:11][CH2:10][N:9]2C(OCC2C=CC=CC=2)=O)[CH2:3]1.[H][H]. The product is [F:30][C:2]1([F:1])[CH2:7][CH2:6][CH2:5][CH:4]([C@@H:8]2[CH2:13][C@H:12]([C:14]3[CH:15]=[CH:16][CH:17]=[CH:18][CH:19]=3)[CH2:11][CH2:10][NH:9]2)[CH2:3]1. The catalyst is CCO.[OH-].[OH-].[Pd+2]. The yield is 0.980. (2) The reactants are [F:1][C:2]1[CH:3]=[C:4]([C@H:10]2[CH2:14][CH2:13][CH2:12][N:11]2[C:15]2[CH:20]=[CH:19][N:18]3[N:21]=[CH:22][C:23]([C:24]([O:26][CH2:27][CH2:28][Cl:29])=[O:25])=[C:17]3[N:16]=2)[C:5]([O:8]C)=[N:6][CH:7]=1.Cl. No catalyst specified. The product is [F:1][C:2]1[CH:3]=[C:4]([C@H:10]2[CH2:14][CH2:13][CH2:12][N:11]2[C:15]2[CH:20]=[CH:19][N:18]3[N:21]=[CH:22][C:23]([C:24]([O:26][CH2:27][CH2:28][Cl:29])=[O:25])=[C:17]3[N:16]=2)[C:5](=[O:8])[NH:6][CH:7]=1. The yield is 1.00. (3) The reactants are [NH2:1][C:2]1[C:3]([C:7]([O:9]C)=O)=[CH:4][S:5][CH:6]=1.[C:11]([C:16]#[N:17])(=[O:15])[O:12][CH2:13][CH3:14].Cl. The catalyst is CC(O)=O. The product is [OH:9][C:7]1[C:3]2[C:2](=[CH:6][S:5][CH:4]=2)[N:1]=[C:16]([C:11]([O:12][CH2:13][CH3:14])=[O:15])[N:17]=1. The yield is 0.450. (4) The reactants are [CH2:1]([C:4]1[C:9]([O:10][CH3:11])=[CH:8][CH:7]=[C:6]([N+:12]([O-])=O)[N:5]=1)[CH:2]=[CH2:3]. The catalyst is C(O)C.[Pd]. The product is [CH3:11][O:10][C:9]1[CH:8]=[CH:7][C:6]([NH2:12])=[N:5][C:4]=1[CH2:1][CH2:2][CH3:3]. The yield is 0.820. (5) The reactants are [CH3:1][N:2]1[C:6]([C:7]([F:10])([F:9])[F:8])=[CH:5][C:4]([NH:11][C:12](=[O:20])OC2C=CC=CC=2)=[N:3]1.[CH3:21][O:22][C:23]1[CH:24]=[C:25]2[C:30](=[CH:31][C:32]=1[O:33][CH3:34])[N:29]=[CH:28][N:27]=[C:26]2[S:35][C:36]1[CH:37]=[C:38]([CH:40]=[CH:41][CH:42]=1)[NH2:39].C(N(CC)C(C)C)(C)C. The catalyst is C1COCC1. The product is [CH3:21][O:22][C:23]1[CH:24]=[C:25]2[C:30](=[CH:31][C:32]=1[O:33][CH3:34])[N:29]=[CH:28][N:27]=[C:26]2[S:35][C:36]1[CH:37]=[C:38]([NH:39][C:12]([NH:11][C:4]2[CH:5]=[C:6]([C:7]([F:8])([F:9])[F:10])[N:2]([CH3:1])[N:3]=2)=[O:20])[CH:40]=[CH:41][CH:42]=1. The yield is 0.170. (6) The reactants are [F:1][C:2]1[CH:16]=[CH:15][C:5]([C:6]([CH:8]2[CH2:13][CH2:12][CH2:11][CH2:10][C:9]2=O)=[O:7])=[CH:4][CH:3]=1.[CH3:17][O:18][C:19](=[O:30])[C@H:20]([CH2:22][C:23]1[CH:28]=[CH:27][C:26]([OH:29])=[CH:25][CH:24]=1)[NH2:21].O.CO. The catalyst is C1(OC)C=CC=CC=1.[Pd]. The product is [CH3:17][O:18][C:19](=[O:30])[CH:20]([NH:21][C:9]1[CH:10]=[CH:11][CH:12]=[CH:13][C:8]=1[C:6](=[O:7])[C:5]1[CH:15]=[CH:16][C:2]([F:1])=[CH:3][CH:4]=1)[CH2:22][C:23]1[CH:28]=[CH:27][C:26]([OH:29])=[CH:25][CH:24]=1. The yield is 0.481. (7) The reactants are [Cl:1][C:2]1[CH:3]=[CH:4][C:5]([OH:11])=[C:6]([CH:10]=1)[C:7]([OH:9])=O.[NH2:12][CH2:13][C:14]1[CH:26]=[CH:25][C:17]([C:18]([O:20][C:21]([CH3:24])([CH3:23])[CH3:22])=[O:19])=[CH:16][CH:15]=1.Cl.CN(C)CCCN=C=NCC.O.ON1C2C=CC=CC=2N=N1.C(N(CC)CC)C.C(=O)(O)[O-].[Na+]. The catalyst is ClCCl. The product is [Cl:1][C:2]1[CH:3]=[CH:4][C:5]([OH:11])=[C:6]([CH:10]=1)[C:7]([NH:12][CH2:13][C:14]1[CH:15]=[CH:16][C:17]([C:18]([O:20][C:21]([CH3:22])([CH3:24])[CH3:23])=[O:19])=[CH:25][CH:26]=1)=[O:9]. The yield is 0.480.